Task: Predict the product of the given reaction.. Dataset: Forward reaction prediction with 1.9M reactions from USPTO patents (1976-2016) (1) Given the reactants [ClH:1].[Cl:2][C:3]1[CH:4]=[CH:5][C:6]2[N:12]([CH2:13][C:14]([CH3:17])([CH3:16])[CH3:15])[C:11](=[O:18])[C@@H:10]([CH2:19][C:20](O)=[O:21])[O:9][C@H:8]([C:23]3[CH:28]=[CH:27][CH:26]=[C:25]([O:29][CH2:30][CH2:31][CH2:32][N:33]([CH2:35][CH2:36][CH2:37][C:38]4[CH:43]=[CH:42][CH:41]=[CH:40][C:39]=4[Cl:44])[CH3:34])[C:24]=3[O:45][CH3:46])[C:7]=2[CH:47]=1.C(OC([N:55]1[CH2:60][CH2:59][NH:58][CH2:57][CH2:56]1)=O)(C)(C)C, predict the reaction product. The product is: [ClH:2].[ClH:1].[Cl:2][C:3]1[CH:4]=[CH:5][C:6]2[N:12]([CH2:13][C:14]([CH3:15])([CH3:16])[CH3:17])[C:11](=[O:18])[C@@H:10]([CH2:19][C:20](=[O:21])[N:55]3[CH2:60][CH2:59][NH:58][CH2:57][CH2:56]3)[O:9][C@H:8]([C:23]3[CH:28]=[CH:27][CH:26]=[C:25]([O:29][CH2:30][CH2:31][CH2:32][N:33]([CH2:35][CH2:36][CH2:37][C:38]4[CH:43]=[CH:42][CH:41]=[CH:40][C:39]=4[Cl:44])[CH3:34])[C:24]=3[O:45][CH3:46])[C:7]=2[CH:47]=1. (2) Given the reactants Cl.[F:2][C:3]([F:15])([F:14])[C:4]1[CH:5]=[N:6][C:7]2[CH2:8][CH2:9][NH:10][CH2:11][C:12]=2[CH:13]=1.[C:16](O[C:16]([O:18][C:19]([CH3:22])([CH3:21])[CH3:20])=[O:17])([O:18][C:19]([CH3:22])([CH3:21])[CH3:20])=[O:17].C(N(CC)CC)C, predict the reaction product. The product is: [F:15][C:3]([F:14])([F:2])[C:4]1[CH:5]=[N:6][C:7]2[CH2:8][CH2:9][N:10]([C:16]([O:18][C:19]([CH3:22])([CH3:21])[CH3:20])=[O:17])[CH2:11][C:12]=2[CH:13]=1. (3) Given the reactants Cl.Cl[Sn]Cl.O.[F:6][C:7]1[CH:12]=[C:11]([I:13])[CH:10]=[CH:9][C:8]=1[NH:14][C:15]1[C:16]([N+:26]([O-])=O)=[C:17]2[S:25][CH2:24][CH2:23][N:18]2[C:19](=[O:22])[C:20]=1[CH3:21].C(=O)(O)[O-], predict the reaction product. The product is: [NH2:26][C:16]1[C:15]([NH:14][C:8]2[CH:9]=[CH:10][C:11]([I:13])=[CH:12][C:7]=2[F:6])=[C:20]([CH3:21])[C:19](=[O:22])[N:18]2[CH2:23][CH2:24][S:25][C:17]=12. (4) Given the reactants C(NC(C)C)(C)C.C([Li])CCC.[CH2:13]1[C:18]2([CH2:24][CH2:23][CH2:22][CH2:21][CH2:20][C:19]2=[O:25])[CH2:17][CH2:16][CH2:15][CH2:14]1.[C:26](=O)([O:29]C)[O:27][CH3:28].CN(P(N(C)C)(N(C)C)=O)C, predict the reaction product. The product is: [O:25]=[C:19]1[CH:20]([C:26]([O:27][CH3:28])=[O:29])[CH2:21][CH2:22][CH2:23][CH2:24][C:18]21[CH2:17][CH2:16][CH2:15][CH2:14][CH2:13]2. (5) Given the reactants Br[C:2]1[CH:3]=[CH:4][C:5]([NH:8][C:9]([NH:11][CH3:12])=[O:10])=[N:6][CH:7]=1.CC([O-])=O.[K+].[B:18]1([B:18]2[O:22][C:21]([CH3:24])([CH3:23])[C:20]([CH3:26])([CH3:25])[O:19]2)[O:22][C:21]([CH3:24])([CH3:23])[C:20]([CH3:26])([CH3:25])[O:19]1.C(Cl)Cl, predict the reaction product. The product is: [CH3:12][NH:11][C:9]([NH:8][C:5]1[CH:4]=[CH:3][C:2]([B:18]2[O:22][C:21]([CH3:24])([CH3:23])[C:20]([CH3:26])([CH3:25])[O:19]2)=[CH:7][N:6]=1)=[O:10]. (6) Given the reactants [CH3:1][O:2][C:3]1[CH:4]=[C:5]([CH:22]=[CH:23][C:24]=1[O:25][CH3:26])[CH2:6][CH:7]1[C:13]2[CH:14]=[C:15]([O:20][CH3:21])[C:16]([O:18][CH3:19])=[CH:17][C:12]=2[S:11][CH2:10][CH2:9][NH:8]1.[C:27]([O:31][C:32](O[C:32]([O:31][C:27]([CH3:30])([CH3:29])[CH3:28])=[O:33])=[O:33])([CH3:30])([CH3:29])[CH3:28].O.CCOC(C)=O, predict the reaction product. The product is: [C:27]([O:31][C:32]([N:8]1[CH:7]([CH2:6][C:5]2[CH:22]=[CH:23][C:24]([O:25][CH3:26])=[C:3]([O:2][CH3:1])[CH:4]=2)[C:13]2[CH:14]=[C:15]([O:20][CH3:21])[C:16]([O:18][CH3:19])=[CH:17][C:12]=2[S:11][CH2:10][CH2:9]1)=[O:33])([CH3:30])([CH3:29])[CH3:28]. (7) Given the reactants [CH3:1][O:2][C:3]1[C:4]([N+:11]([O-:13])=[O:12])=[CH:5][C:6]([CH3:10])=[C:7]([CH:9]=1)N.Cl.N([O-])=O.[Na+].[Cu](C#N)[C:20]#[N:21].[C-]#N.[Na+], predict the reaction product. The product is: [CH3:1][O:2][C:3]1[C:4]([N+:11]([O-:13])=[O:12])=[CH:5][C:6]([CH3:10])=[C:7]([CH:9]=1)[C:20]#[N:21]. (8) Given the reactants C([O:3][C:4]([C:6]1[CH:7]=[C:8]([C:12]2[C:13]3[N:14]([C:28]([CH2:31][CH3:32])=[CH:29][CH:30]=3)[N:15]=[C:16]([CH3:27])[C:17]=2[CH2:18][CH2:19][CH2:20][CH2:21][C:22]([O:24][CH2:25][CH3:26])=[O:23])[CH:9]=[N:10][CH:11]=1)=[CH2:5])C, predict the reaction product. The product is: [C:4]([C:6]1[CH:7]=[C:8]([C:12]2[C:13]3[N:14]([C:28]([CH2:31][CH3:32])=[CH:29][CH:30]=3)[N:15]=[C:16]([CH3:27])[C:17]=2[CH2:18][CH2:19][CH2:20][CH2:21][C:22]([O:24][CH2:25][CH3:26])=[O:23])[CH:9]=[N:10][CH:11]=1)(=[O:3])[CH3:5]. (9) Given the reactants [OH:1][C:2]1[C:3]([O:30][CH3:31])=[CH:4][C:5]2[CH2:14][CH2:13][N:12]3[CH:7]([CH2:8][C:9]4[C:18]([Cl:19])=[CH:17][C:16]([O:20][CH3:21])=[C:15]([O:22][CH2:23][C:24]([O:26]CC)=[O:25])[C:10]=4[CH2:11]3)[C:6]=2[CH:29]=1.[OH-].[Na+], predict the reaction product. The product is: [OH:1][C:2]1[C:3]([O:30][CH3:31])=[CH:4][C:5]2[CH2:14][CH2:13][N:12]3[CH:7]([CH2:8][C:9]4[C:18]([Cl:19])=[CH:17][C:16]([O:20][CH3:21])=[C:15]([O:22][CH2:23][C:24]([OH:26])=[O:25])[C:10]=4[CH2:11]3)[C:6]=2[CH:29]=1. (10) Given the reactants [NH2:1][C:2]1[C:7]([O:8][CH2:9][CH:10]2[CH2:15][CH2:14][N:13](C(OC(C)(C)C)=O)[CH2:12][CH2:11]2)=[CH:6][C:5]([C:23]2[N:27]([CH3:28])[CH:26]=[N:25][CH:24]=2)=[CH:4][N:3]=1.Cl.O1CCOCC1, predict the reaction product. The product is: [CH3:28][N:27]1[C:23]([C:5]2[CH:6]=[C:7]([O:8][CH2:9][CH:10]3[CH2:15][CH2:14][NH:13][CH2:12][CH2:11]3)[C:2]([NH2:1])=[N:3][CH:4]=2)=[CH:24][N:25]=[CH:26]1.